Predict the reactants needed to synthesize the given product. From a dataset of Full USPTO retrosynthesis dataset with 1.9M reactions from patents (1976-2016). (1) The reactants are: NC1C=CNC=1C(OCC)=O.Cl[C:13]1[CH:29]=[C:28](C)[C:16]2[NH:17][C:18]([S:20]C3OC(C=O)=CC=3)=[N:19][C:15]=2[CH:14]=1.C1(=O)CCCC(=O)C1. Given the product [SH:20][C:18]1[NH:17][C:16]2[CH:28]=[CH:29][CH:13]=[CH:14][C:15]=2[N:19]=1, predict the reactants needed to synthesize it. (2) Given the product [C:21]1(=[N:1][OH:8])[CH2:32][CH2:31][CH2:30][CH2:29][CH2:28][CH2:27][CH2:26][CH2:25][CH2:24][CH2:23][CH2:22]1, predict the reactants needed to synthesize it. The reactants are: [NH3:1].S(O)(O)(=O)=O.N[OH:8].S(=O)(=O)(O)O.S([O-])([O-])(=O)=O.[NH4+].[NH4+].[C:21]1(=O)[CH2:32][CH2:31][CH2:30][CH2:29][CH2:28][CH2:27][CH2:26][CH2:25][CH2:24][CH2:23][CH2:22]1. (3) Given the product [CH3:24][N:25]([CH3:41])[C:26]1[CH:31]=[CH:30][C:29]([C:2]2[N:11]=[C:10]([NH:12][CH2:13][CH:14]([C:18]3[CH:23]=[CH:22][CH:21]=[CH:20][CH:19]=3)[CH:15]([CH3:17])[CH3:16])[C:9]3[C:4](=[CH:5][CH:6]=[CH:7][CH:8]=3)[N:3]=2)=[CH:28][CH:27]=1, predict the reactants needed to synthesize it. The reactants are: Cl[C:2]1[N:11]=[C:10]([NH:12][CH2:13][CH:14]([C:18]2[CH:23]=[CH:22][CH:21]=[CH:20][CH:19]=2)[CH:15]([CH3:17])[CH3:16])[C:9]2[C:4](=[CH:5][CH:6]=[CH:7][CH:8]=2)[N:3]=1.[CH3:24][N:25]([CH3:41])[C:26]1[CH:31]=[CH:30][C:29](B2OC(C)(C)C(C)(C)O2)=[CH:28][CH:27]=1.C1(C(C2C=CC=CN=2)CNC2C3C(=CC=CC=3)N=C(C3C=CC(NS(C)(=O)=O)=CC=3)N=2)C=CC=CC=1. (4) Given the product [CH2:17]([N:11]1[C:12]2[C:7](=[C:6]([OH:32])[C:5]([C:3]([NH:33][CH2:34][CH2:35][C:36]([OH:38])=[O:37])=[O:4])=[N:14][C:13]=2[C:15]#[N:16])[CH:8]=[C:9]([CH2:25][C:26]2[CH:27]=[CH:28][CH:29]=[CH:30][CH:31]=2)[C:10]1=[O:24])[C:18]1[CH:23]=[CH:22][CH:21]=[CH:20][CH:19]=1, predict the reactants needed to synthesize it. The reactants are: CO[C:3]([C:5]1[C:6]([OH:32])=[C:7]2[C:12](=[C:13]([C:15]#[N:16])[N:14]=1)[N:11]([CH2:17][C:18]1[CH:23]=[CH:22][CH:21]=[CH:20][CH:19]=1)[C:10](=[O:24])[C:9]([CH2:25][C:26]1[CH:31]=[CH:30][CH:29]=[CH:28][CH:27]=1)=[CH:8]2)=[O:4].[NH2:33][CH2:34][CH2:35][C:36]([OH:38])=[O:37].C[O-].[Na+]. (5) The reactants are: [I:1][C:2]1[CH:10]=[CH:9][C:5]([C:6]([OH:8])=O)=[CH:4][CH:3]=1.C(Cl)(=O)C(Cl)=O.[CH3:17][N:18]([CH3:33])[CH2:19][CH2:20][N:21]([CH3:32])[C:22]1[S:23][C:24]2[CH:30]=[C:29]([NH2:31])[CH:28]=[CH:27][C:25]=2[N:26]=1. Given the product [CH3:17][N:18]([CH3:33])[CH2:19][CH2:20][N:21]([CH3:32])[C:22]1[S:23][C:24]2[CH:30]=[C:29]([NH:31][C:6](=[O:8])[C:5]3[CH:4]=[CH:3][C:2]([I:1])=[CH:10][CH:9]=3)[CH:28]=[CH:27][C:25]=2[N:26]=1, predict the reactants needed to synthesize it. (6) Given the product [CH3:31][S:28]([CH2:27][C:24]1[N:23]=[CH:22][C:21]([O:20][C:16]2[CH:17]=[C:18]3[C:13](=[C:14]([O:32][CH:33]4[CH2:38][CH2:37][O:36][CH2:35][CH2:34]4)[CH:15]=2)[NH:12][C:11]([C:9]2[S:10][CH:6]([CH2:5][CH2:4][OH:3])[CH2:7][N:8]=2)=[CH:19]3)=[CH:26][CH:25]=1)(=[O:29])=[O:30], predict the reactants needed to synthesize it. The reactants are: C([O:3][C:4](=O)[CH2:5][CH:6]1[S:10][C:9]([C:11]2[NH:12][C:13]3[C:18]([CH:19]=2)=[CH:17][C:16]([O:20][C:21]2[CH:22]=[N:23][C:24]([CH2:27][S:28]([CH3:31])(=[O:30])=[O:29])=[CH:25][CH:26]=2)=[CH:15][C:14]=3[O:32][CH:33]2[CH2:38][CH2:37][O:36][CH2:35][CH2:34]2)=[N:8][CH2:7]1)C.[BH4-].[Li+].O.C(OCC)(=O)C. (7) Given the product [CH3:14][O:13][C:11]([C:10]1[CH:9]=[CH:8][C:7]([N:6]([CH2:1][CH2:2][CH2:3][CH2:4][CH3:5])[C:18]([Cl:17])=[O:20])=[CH:16][CH:15]=1)=[O:12], predict the reactants needed to synthesize it. The reactants are: [CH2:1]([NH:6][C:7]1[CH:16]=[CH:15][C:10]([C:11]([O:13][CH3:14])=[O:12])=[CH:9][CH:8]=1)[CH2:2][CH2:3][CH2:4][CH3:5].[Cl:17][C:18](Cl)([O:20]C(=O)OC(Cl)(Cl)Cl)Cl. (8) Given the product [N+:12]([C:4]1[CH:3]=[C:2]([CH:7]=[CH:6][CH:5]=1)[C:1]([CH2:9][C:10]#[N:11])=[O:8])([O-:14])=[O:13], predict the reactants needed to synthesize it. The reactants are: [C:1]([CH2:9][C:10]#[N:11])(=[O:8])[C:2]1[CH:7]=[CH:6][CH:5]=[CH:4][CH:3]=1.[N+:12]([O-])([OH:14])=[O:13].